Dataset: Full USPTO retrosynthesis dataset with 1.9M reactions from patents (1976-2016). Task: Predict the reactants needed to synthesize the given product. (1) Given the product [CH2:14]([O:16][C:17](=[O:43])[C:18]1[CH:23]=[CH:22][C:21]([NH:24][C:25](=[O:42])[CH:26]([N:28]2[CH:36]=[N:35][C:34]3[C:33](=[O:37])[NH:32][C:31]([C:38]4[CH:4]=[CH:3][CH:41]=[CH:40][CH:39]=4)=[N:30][C:29]2=3)[CH3:27])=[CH:20][CH:19]=1)[CH3:15], predict the reactants needed to synthesize it. The reactants are: CO[C:3](OC)(OC)[C:4]1C=CC=CC=1.[CH2:14]([O:16][C:17](=[O:43])[C:18]1[CH:23]=[CH:22][C:21]([NH:24][C:25](=[O:42])[CH:26]([N:28]2[CH:36]=[N:35][C:34]3[C:33](=[O:37])[NH:32][C:31]([CH2:38][CH2:39][CH2:40][CH3:41])=[N:30][C:29]2=3)[CH3:27])=[CH:20][CH:19]=1)[CH3:15]. (2) Given the product [CH2:75]([C:48]([OH:80])([CH2:49][CH3:50])[CH2:47][O:4][C@H:5]1[CH2:6][CH2:7][C@H:8]([N:11]2[C:16](=[O:17])[C:15]([CH2:18][C:19]3[CH:24]=[CH:23][C:22]([C:25]4[CH:30]=[CH:29][CH:28]=[CH:27][C:26]=4[C:31]4[NH:32][N:54]=[N:53][N:52]=4)=[CH:21][CH:20]=3)=[C:14]([CH2:33][CH2:34][CH3:35])[N:13]3[N:36]=[C:37]([CH3:39])[N:38]=[C:12]23)[CH2:9][CH2:10]1)[CH3:76], predict the reactants needed to synthesize it. The reactants are: OC(C)(C)C[O:4][C@H:5]1[CH2:10][CH2:9][C@H:8]([N:11]2[C:16](=[O:17])[C:15]([CH2:18][C:19]3[CH:24]=[CH:23][C:22]([C:25]4[C:26]([C:31]#[N:32])=[CH:27][CH:28]=[CH:29][CH:30]=4)=[CH:21][CH:20]=3)=[C:14]([CH2:33][CH2:34][CH3:35])[N:13]3[N:36]=[C:37]([CH3:39])[N:38]=[C:12]23)[CH2:7][CH2:6]1.[CH2:47]([Sn](=O)[CH2:47][CH2:48][CH2:49][CH3:50])[CH2:48][CH2:49][CH3:50].[N:52]([Si](C)(C)C)=[N+:53]=[N-:54].[F-].C([N+](CC[CH2:75][CH3:76])(CCCC)CCCC)CCC.Cl.C(OCC)(=[O:80])C. (3) Given the product [NH:1]1[CH:5]=[CH:4][CH:3]=[C:2]1[CH2:6][CH2:7][C:8]([O:10][CH2:11][CH3:12])=[O:9], predict the reactants needed to synthesize it. The reactants are: [NH:1]1[CH:5]=[CH:4][CH:3]=[C:2]1/[CH:6]=[CH:7]/[C:8]([O:10][CH2:11][CH3:12])=[O:9].